From a dataset of Reaction yield outcomes from USPTO patents with 853,638 reactions. Predict the reaction yield, written as a fraction of the theoretical maximum amount of product (1.0 means a 100% yield; for example, 0.34 means a 34% yield). (1) The reactants are [Na].[O:2]([CH2:9][C:10](=[O:12])[CH3:11])[C:3]1[CH:8]=[CH:7][CH:6]=[CH:5][CH:4]=1.[C:13](OCC)(=[O:19])[C:14]([O:16][CH2:17][CH3:18])=[O:15]. The catalyst is CCO. The product is [CH2:17]([O:16][C:14](=[O:15])[C:13](=[O:19])[CH2:11][C:10](=[O:12])[CH2:9][O:2][C:3]1[CH:8]=[CH:7][CH:6]=[CH:5][CH:4]=1)[CH3:18]. The yield is 0.540. (2) The reactants are C(OC([N:8]1[CH2:12][CH2:11][CH:10]([C:13]([OH:15])=O)[CH2:9]1)=O)(C)(C)C.Cl[C:17]1N=C(Cl)N=[C:19](OC)[N:18]=1.CN1CCOCC1.CNC.FC(F)(F)C(O)=O. The catalyst is O1CCCC1.ClCCl.O. The product is [CH3:17][N:18]([CH3:19])[C:13]([CH:10]1[CH2:11][CH2:12][NH:8][CH2:9]1)=[O:15]. The yield is 0.200.